Dataset: Full USPTO retrosynthesis dataset with 1.9M reactions from patents (1976-2016). Task: Predict the reactants needed to synthesize the given product. (1) Given the product [CH3:1][N:2]1[C:8]2[CH:9]=[C:10]([CH2:13][CH2:14][C:15]([O:17][CH3:18])=[O:16])[CH:11]=[CH:12][C:7]=2[C:6]([C:19]2[CH:24]=[CH:23][CH:22]=[CH:21][CH:20]=2)=[N:5][CH2:4][C:3]1=[O:25], predict the reactants needed to synthesize it. The reactants are: [CH3:1][N:2]1[C:8]2[CH:9]=[C:10](/[CH:13]=[CH:14]/[C:15]([O:17][CH3:18])=[O:16])[CH:11]=[CH:12][C:7]=2[C:6]([C:19]2[CH:24]=[CH:23][CH:22]=[CH:21][CH:20]=2)=[N:5][CH2:4][C:3]1=[O:25]. (2) Given the product [F:12][C:13]1([F:20])[CH2:18][CH2:17][CH:16]([N:7]2[C:8]3[C:4](=[CH:3][C:2]([F:1])=[CH:10][CH:9]=3)[C:5]([I:11])=[N:6]2)[CH2:15][CH2:14]1, predict the reactants needed to synthesize it. The reactants are: [F:1][C:2]1[CH:3]=[C:4]2[C:8](=[CH:9][CH:10]=1)[NH:7][N:6]=[C:5]2[I:11].[F:12][C:13]1([F:20])[CH2:18][CH2:17][CH:16](O)[CH2:15][CH2:14]1. (3) Given the product [C:15]([O:14][C:12](=[O:13])[CH2:11][N:1]1[C:5]2[CH:6]=[CH:7][CH:8]=[CH:9][C:4]=2[N:3]=[N:2]1)([CH3:18])([CH3:17])[CH3:16], predict the reactants needed to synthesize it. The reactants are: [NH:1]1[C:5]2[CH:6]=[CH:7][CH:8]=[CH:9][C:4]=2[N:3]=[N:2]1.Br[CH2:11][C:12]([O:14][C:15]([CH3:18])([CH3:17])[CH3:16])=[O:13]. (4) Given the product [Cl:20][C:5]1[C:6]([NH:9][C@@H:10]2[C@@H:15]3[CH2:16][C@@H:12]([CH:13]=[CH:14]3)[C@@H:11]2[C:17]([NH2:19])=[O:18])=[C:7]2[N:8]=[C:24]([C:23]3[CH:26]=[CH:27][C:28]([N:30]4[CH2:35][CH2:34][O:33][CH2:32][CH2:31]4)=[CH:29][C:22]=3[CH3:21])[NH:1][C:2]2=[N:3][CH:4]=1, predict the reactants needed to synthesize it. The reactants are: [NH2:1][C:2]1[C:7]([NH2:8])=[C:6]([NH:9][C@@H:10]2[C@@H:15]3[CH2:16][C@@H:12]([CH:13]=[CH:14]3)[C@@H:11]2[C:17]([NH2:19])=[O:18])[C:5]([Cl:20])=[CH:4][N:3]=1.[CH3:21][C:22]1[CH:29]=[C:28]([N:30]2[CH2:35][CH2:34][O:33][CH2:32][CH2:31]2)[CH:27]=[CH:26][C:23]=1[CH:24]=O.C([O-])(=O)C.[NH4+]. (5) Given the product [C:1]([O:5][C:6]([N:8]([CH3:26])[CH2:9][CH2:10][CH:11]([O:16][Si:17]([C:20]([CH3:23])([CH3:22])[CH3:21])([CH3:18])[CH3:19])[C:12]([O:14][CH3:15])=[O:13])=[O:7])([CH3:2])([CH3:4])[CH3:3], predict the reactants needed to synthesize it. The reactants are: [C:1]([O:5][C:6]([NH:8][CH2:9][CH2:10][CH:11]([O:16][Si:17]([C:20]([CH3:23])([CH3:22])[CH3:21])([CH3:19])[CH3:18])[C:12]([O:14][CH3:15])=[O:13])=[O:7])([CH3:4])([CH3:3])[CH3:2].[H-].[Na+].[CH3:26]I. (6) Given the product [F:1][C:2]1[CH:11]=[C:10]([F:12])[CH:9]=[C:8]2[C:3]=1[C:4]([N:20]([C:21]1[C:22]([C:33]3[CH:34]=[N:35][CH:36]=[C:37]([O:39][CH3:40])[CH:38]=3)=[N:23][CH:24]=[C:25]([N:27]3[CH2:32][CH2:31][O:30][CH2:29][CH2:28]3)[CH:26]=1)[C:50](=[O:51])[C:49]([F:60])([F:59])[F:48])=[C:5]([CH3:19])[C:6]([C:13]1[CH:18]=[CH:17][CH:16]=[CH:15][N:14]=1)=[N:7]2, predict the reactants needed to synthesize it. The reactants are: [F:1][C:2]1[CH:11]=[C:10]([F:12])[CH:9]=[C:8]2[C:3]=1[C:4]([NH:20][C:21]1[C:22]([C:33]3[CH:34]=[N:35][CH:36]=[C:37]([O:39][CH3:40])[CH:38]=3)=[N:23][CH:24]=[C:25]([N:27]3[CH2:32][CH2:31][O:30][CH2:29][CH2:28]3)[CH:26]=1)=[C:5]([CH3:19])[C:6]([C:13]1[CH:18]=[CH:17][CH:16]=[CH:15][N:14]=1)=[N:7]2.C(N(CC)CC)C.[F:48][C:49]([F:60])([F:59])[C:50](O[C:50](=[O:51])[C:49]([F:60])([F:59])[F:48])=[O:51]. (7) Given the product [NH2:9][C:5]1[N:6]=[C:7]([CH3:8])[C:2](/[CH:18]=[CH:17]/[C:16]([O:20][CH2:21][CH3:22])=[O:19])=[C:3]([NH:10][C@@H:11]2[CH2:15][CH2:14][O:13][CH2:12]2)[N:4]=1, predict the reactants needed to synthesize it. The reactants are: I[C:2]1[C:3]([NH:10][C@@H:11]2[CH2:15][CH2:14][O:13][CH2:12]2)=[N:4][C:5]([NH2:9])=[N:6][C:7]=1[CH3:8].[C:16]([O:20][CH2:21][CH3:22])(=[O:19])[CH:17]=[CH2:18].C(N(CC)CC)C. (8) Given the product [Cl:1][C:2]1[CH:18]=[CH:17][C:5]([CH2:6][C:7]2([C:10]([OH:12])=[O:11])[CH2:9][CH2:8]2)=[C:4]([F:19])[C:3]=1[NH:20][C:21](=[O:36])[C@H:22]([C:29]1[CH:30]=[CH:31][C:32]([Cl:35])=[CH:33][CH:34]=1)[C@@H:23]([CH3:28])[C:24]([F:27])([F:26])[F:25], predict the reactants needed to synthesize it. The reactants are: [Cl:1][C:2]1[CH:18]=[CH:17][C:5]([CH2:6][C:7]2([C:10]([O:12]C(C)(C)C)=[O:11])[CH2:9][CH2:8]2)=[C:4]([F:19])[C:3]=1[NH:20][C:21](=[O:36])[C@H:22]([C:29]1[CH:34]=[CH:33][C:32]([Cl:35])=[CH:31][CH:30]=1)[C@@H:23]([CH3:28])[C:24]([F:27])([F:26])[F:25].C(O)(C(F)(F)F)=O.